Dataset: Catalyst prediction with 721,799 reactions and 888 catalyst types from USPTO. Task: Predict which catalyst facilitates the given reaction. (1) Reactant: [Br:1][C:2]1[CH:3]=[C:4]([F:9])[C:5]([OH:8])=[N:6][CH:7]=1.Cl[CH2:11][CH2:12][N:13]1[CH:17]=[CH:16][CH:15]=[N:14]1.C([O-])([O-])=O.[K+].[K+]. Product: [Br:1][C:2]1[CH:3]=[C:4]([F:9])[C:5]([O:8][CH2:11][CH2:12][N:13]2[CH:17]=[CH:16][CH:15]=[N:14]2)=[N:6][CH:7]=1. The catalyst class is: 3. (2) Reactant: [F:1][C:2]1[CH:7]=[CH:6][C:5]([C:8]2[CH:13]=[CH:12][C:11]([S:14]([N:17]([CH2:19][C:20]([N:22]([C:37]3[CH:38]=[CH:39][C:40]([OH:47])=[C:41]([CH:46]=3)[C:42]([O:44]C)=[O:43])[CH2:23][C:24]3[CH:29]=[CH:28][C:27]([CH2:30][CH2:31][CH2:32][CH2:33][CH2:34][CH2:35][CH3:36])=[CH:26][CH:25]=3)=[O:21])[CH3:18])(=[O:16])=[O:15])=[CH:10][CH:9]=2)=[CH:4][CH:3]=1.C(N(C1C=CC(O)=C(C=1)C(O)=O)C(=O)CN(CC1C=CC=CC=1)S(C1C=CC(C)=CC=1)(=O)=O)C1C=CC=CC=1.C(#N)C. Product: [F:1][C:2]1[CH:7]=[CH:6][C:5]([C:8]2[CH:9]=[CH:10][C:11]([S:14]([N:17]([CH2:19][C:20]([N:22]([C:37]3[CH:38]=[CH:39][C:40]([OH:47])=[C:41]([CH:46]=3)[C:42]([OH:44])=[O:43])[CH2:23][C:24]3[CH:29]=[CH:28][C:27]([CH2:30][CH2:31][CH2:32][CH2:33][CH2:34][CH2:35][CH3:36])=[CH:26][CH:25]=3)=[O:21])[CH3:18])(=[O:15])=[O:16])=[CH:12][CH:13]=2)=[CH:4][CH:3]=1. The catalyst class is: 6. (3) Reactant: C(OC([N:8]1[C:20]2[CH2:19][CH:18]([C:21]([S:27]([C:30]3[CH:35]=[CH:34][CH:33]=[CH:32][CH:31]=3)(=[O:29])=[O:28])([F:26])[C:22](=[O:25])[NH:23][CH3:24])[CH2:17][CH2:16][C:15]=2[C:14]2[C:9]1=[CH:10][CH:11]=[C:12]([Cl:36])[CH:13]=2)=O)(C)(C)C.[H-].[Na+].Br[CH2:40][C:41]1[CH:46]=[CH:45][CH:44]=[CH:43][CH:42]=1. Product: [C:30]1([S:27]([C:21]([CH:18]2[CH2:17][CH2:16][C:15]3[C:14]4[C:9](=[CH:10][CH:11]=[C:12]([Cl:36])[CH:13]=4)[NH:8][C:20]=3[CH2:19]2)([F:26])[C:22]([N:23]([CH2:40][C:41]2[CH:46]=[CH:45][CH:44]=[CH:43][CH:42]=2)[CH3:24])=[O:25])(=[O:28])=[O:29])[CH:31]=[CH:32][CH:33]=[CH:34][CH:35]=1. The catalyst class is: 1.